Regression. Given a peptide amino acid sequence and an MHC pseudo amino acid sequence, predict their binding affinity value. This is MHC class I binding data. From a dataset of Peptide-MHC class I binding affinity with 185,985 pairs from IEDB/IMGT. (1) The peptide sequence is ISFKSINKVY. The MHC is HLA-A03:01 with pseudo-sequence HLA-A03:01. The binding affinity (normalized) is 0.276. (2) The peptide sequence is NQQGITPNY. The MHC is HLA-B35:01 with pseudo-sequence HLA-B35:01. The binding affinity (normalized) is 0.538. (3) The peptide sequence is DLIKKSDAK. The MHC is HLA-A31:01 with pseudo-sequence HLA-A31:01. The binding affinity (normalized) is 0. (4) The peptide sequence is EVKTLSSYI. The MHC is HLA-A02:03 with pseudo-sequence HLA-A02:03. The binding affinity (normalized) is 0.0857. (5) The peptide sequence is YSLEYFQFV. The binding affinity (normalized) is 0.0847. The MHC is HLA-C04:01 with pseudo-sequence HLA-C04:01. (6) The peptide sequence is LLNMRDLIVT. The MHC is HLA-A02:01 with pseudo-sequence HLA-A02:01. The binding affinity (normalized) is 0.297. (7) The peptide sequence is AAERGPGQML. The MHC is HLA-A11:01 with pseudo-sequence HLA-A11:01. The binding affinity (normalized) is 0.